From a dataset of Forward reaction prediction with 1.9M reactions from USPTO patents (1976-2016). Predict the product of the given reaction. (1) Given the reactants Cl[C:2]1[C:3]([C:12]([O:14][CH2:15][CH3:16])=[O:13])=[N:4][C:5]2[C:10]([N:11]=1)=[CH:9][CH:8]=[CH:7][CH:6]=2.[CH2:17]([N:19](CC)[CH2:20]C)C.CNC.O, predict the reaction product. The product is: [CH3:17][N:19]([CH3:20])[C:2]1[C:3]([C:12]([O:14][CH2:15][CH3:16])=[O:13])=[N:4][C:5]2[C:10]([N:11]=1)=[CH:9][CH:8]=[CH:7][CH:6]=2. (2) The product is: [CH3:1][C:2]1[C:3]2[CH:4]=[C:5]([OH:35])[CH:6]=[CH:7][C:8]=2[N:9]([CH2:18][C:19]2[CH:24]=[CH:23][C:22]([O:25][CH2:26][CH2:27][N:28]3[CH2:29][CH2:30][CH2:31][CH2:32][CH2:33][CH2:34]3)=[CH:21][CH:20]=2)[C:10]=1[C:11]1[CH:12]=[CH:13][C:14]([OH:17])=[CH:15][CH:16]=1.[CH3:27][C:26]([OH:37])=[O:25]. Given the reactants [CH3:1][C:2]1[C:3]2[CH:4]=[C:5]([OH:35])[CH:6]=[CH:7][C:8]=2[N:9]([CH2:18][C:19]2[CH:20]=[CH:21][C:22]([O:25][CH2:26][CH2:27][N:28]3[CH2:34][CH2:33][CH2:32][CH2:31][CH2:30][CH2:29]3)=[CH:23][CH:24]=2)[C:10]=1[C:11]1[CH:12]=[CH:13][C:14]([OH:17])=[CH:15][CH:16]=1.C[OH:37], predict the reaction product.